From a dataset of Full USPTO retrosynthesis dataset with 1.9M reactions from patents (1976-2016). Predict the reactants needed to synthesize the given product. Given the product [F:47][CH:23]([F:22])[O:24][C:25]1[CH:30]=[CH:29][C:28]([CH2:31][CH2:32][C@H:33]2[C:42]3[C:37](=[CH:38][C:39]([O:45][CH3:46])=[C:40]([O:43][CH3:44])[CH:41]=3)[CH2:36][CH2:35][N:34]2[C@H:4]([C:5]2[CH:6]=[CH:7][CH:8]=[CH:9][CH:10]=2)[C:1]([NH2:2])=[O:3])=[CH:27][CH:26]=1, predict the reactants needed to synthesize it. The reactants are: [C:1]([CH:4](OS(C1C=CC(C)=CC=1)(=O)=O)[C:5]1[CH:10]=[CH:9][CH:8]=[CH:7][CH:6]=1)(=[O:3])[NH2:2].[F:22][CH:23]([F:47])[O:24][C:25]1[CH:30]=[CH:29][C:28]([CH2:31][CH2:32][C@H:33]2[C:42]3[C:37](=[CH:38][C:39]([O:45][CH3:46])=[C:40]([O:43][CH3:44])[CH:41]=3)[CH2:36][CH2:35][NH:34]2)=[CH:27][CH:26]=1.